From a dataset of Full USPTO retrosynthesis dataset with 1.9M reactions from patents (1976-2016). Predict the reactants needed to synthesize the given product. (1) Given the product [O:28]1[CH2:33][CH2:32][N:31]([CH2:34][C:35]2[CH:36]=[C:37]([C:38]3[NH:25][C:24]4[CH:23]=[CH:22][C:6]([NH:7][C:8](=[O:21])[C:9]5[CH:14]=[CH:13][C:12]([N:15]6[CH2:20][CH2:19][O:18][CH2:17][CH2:16]6)=[CH:11][CH:10]=5)=[CH:5][C:4]=4[N:1]=3)[CH:40]=[CH:41][CH:42]=2)[CH2:30][CH2:29]1, predict the reactants needed to synthesize it. The reactants are: [N+:1]([C:4]1[CH:5]=[C:6]([CH:22]=[CH:23][C:24]=1[N+:25]([O-])=O)[NH:7][C:8](=[O:21])[C:9]1[CH:14]=[CH:13][C:12]([N:15]2[CH2:20][CH2:19][O:18][CH2:17][CH2:16]2)=[CH:11][CH:10]=1)([O-])=O.[O:28]1[CH2:33][CH2:32][N:31]([CH2:34][C:35]2[CH:36]=[C:37]([CH:40]=[CH:41][CH:42]=2)[CH:38]=O)[CH2:30][CH2:29]1. (2) Given the product [C:1]([C:5]1[CH:10]=[CH:9][C:8]([C:11]2[CH:12]=[CH:13][N+:14]([O-:20])=[CH:15][CH:16]=2)=[CH:7][CH:6]=1)([CH3:4])([CH3:2])[CH3:3], predict the reactants needed to synthesize it. The reactants are: [C:1]([C:5]1[CH:10]=[CH:9][C:8]([C:11]2[CH:16]=[CH:15][N:14]=[CH:13][CH:12]=2)=[CH:7][CH:6]=1)([CH3:4])([CH3:3])[CH3:2].C(Cl)Cl.[OH:20]O. (3) Given the product [F:23][C:24]1[CH:25]=[CH:26][C:27]([N:30]2[CH2:35][CH2:34][N:33]([C:11]([C@@H:6]3[CH2:7][CH2:8][CH2:9][CH2:10][C@H:5]3[C:3]([O:2][CH3:1])=[O:4])=[O:13])[CH2:32][CH2:31]2)=[CH:28][CH:29]=1, predict the reactants needed to synthesize it. The reactants are: [CH3:1][O:2][C:3]([C@@H:5]1[CH2:10][CH2:9][CH2:8][CH2:7][C@H:6]1[C:11]([OH:13])=O)=[O:4].C(N(CC)C(C)C)(C)C.[F:23][C:24]1[CH:29]=[CH:28][C:27]([N:30]2[CH2:35][CH2:34][NH:33][CH2:32][CH2:31]2)=[CH:26][CH:25]=1.ON1C2C=CC=CC=2N=N1.Cl.CN(C)CCCN=C=NCC.